From a dataset of Reaction yield outcomes from USPTO patents with 853,638 reactions. Predict the reaction yield, written as a fraction of the theoretical maximum amount of product (1.0 means a 100% yield; for example, 0.34 means a 34% yield). (1) The yield is 0.800. No catalyst specified. The reactants are Cl.C[O:3][C:4](=[O:36])[C:5]1[CH:10]=[CH:9][C:8]([O:11][C:12]2[CH:17]=[CH:16][C:15]([CH2:18][C@H:19]([NH2:35])[C:20]3[N:21]([CH2:33][CH3:34])[CH:22]=[C:23]([C:25]4[CH:30]=[CH:29][C:28]([Cl:31])=[CH:27][C:26]=4[Cl:32])[N:24]=3)=[CH:14][CH:13]=2)=[CH:7][CH:6]=1.[CH2:37]([C:39]1[CH:47]=[CH:46][C:42]([C:43](O)=[O:44])=[CH:41][CH:40]=1)[CH3:38]. The product is [Cl:32][C:26]1[CH:27]=[C:28]([Cl:31])[CH:29]=[CH:30][C:25]=1[C:23]1[N:24]=[C:20]([C@@H:19]([NH:35][C:43](=[O:44])[C:42]2[CH:46]=[CH:47][C:39]([CH2:37][CH3:38])=[CH:40][CH:41]=2)[CH2:18][C:15]2[CH:16]=[CH:17][C:12]([O:11][C:8]3[CH:9]=[CH:10][C:5]([C:4]([OH:3])=[O:36])=[CH:6][CH:7]=3)=[CH:13][CH:14]=2)[N:21]([CH2:33][CH3:34])[CH:22]=1. (2) The yield is 0.330. The product is [CH:22]1([C:25]2[NH:29][N:28]=[C:27]([NH:30][C:4]3[C:5]([N+:8]([O-:10])=[O:9])=[CH:6][CH:7]=[C:2]([F:1])[C:3]=3[F:12])[CH:26]=2)[CH2:24][CH2:23]1. The catalyst is C1COCC1. The reactants are [F:1][C:2]1[CH:7]=[CH:6][C:5]([N+:8]([O-:10])=[O:9])=[C:4](F)[C:3]=1[F:12].CCN(C(C)C)C(C)C.[CH:22]1([C:25]2[NH:29][N:28]=[C:27]([NH2:30])[CH:26]=2)[CH2:24][CH2:23]1. (3) The reactants are [CH:1]([NH2:4])([CH3:3])[CH3:2].[C:5]([O:9][C:10]([N:12]1[CH2:17][CH2:16][N:15]([C:18]2[N:23]=[C:22]([C:24]3[CH:29]=[CH:28][N:27]=[C:26]([NH:30][C:31]4[CH:36]=[CH:35][CH:34]=[C:33]([C:37]([O:39]C)=O)[C:32]=4[CH3:41])[CH:25]=3)[CH:21]=[C:20]([C:42](=[O:48])[NH:43][C:44]([CH3:47])([CH3:46])[CH3:45])[CH:19]=2)[CH2:14][CH2:13]1)=[O:11])([CH3:8])([CH3:7])[CH3:6]. The catalyst is C1(C)C=CC=CC=1.CO. The product is [C:5]([O:9][C:10]([N:12]1[CH2:17][CH2:16][N:15]([C:18]2[N:23]=[C:22]([C:24]3[CH:29]=[CH:28][N:27]=[C:26]([NH:30][C:31]4[CH:36]=[CH:35][CH:34]=[C:33]([C:37](=[O:39])[NH:4][CH:1]([CH3:3])[CH3:2])[C:32]=4[CH3:41])[CH:25]=3)[CH:21]=[C:20]([C:42](=[O:48])[NH:43][C:44]([CH3:47])([CH3:45])[CH3:46])[CH:19]=2)[CH2:14][CH2:13]1)=[O:11])([CH3:6])([CH3:7])[CH3:8]. The yield is 0.550.